Dataset: Full USPTO retrosynthesis dataset with 1.9M reactions from patents (1976-2016). Task: Predict the reactants needed to synthesize the given product. (1) The reactants are: [CH:1]1[CH:6]=[C:5]2[CH:7]([OH:11])[O:8][C:9](=[O:10])[C:4]2=[CH:3][CH:2]=1.I[CH2:13][CH3:14].C(=O)([O-])[O-].[K+].[K+]. Given the product [CH:9]([C:4]1[CH:3]=[CH:2][CH:1]=[CH:6][C:5]=1[C:7]([O:8][CH2:13][CH3:14])=[O:11])=[O:10], predict the reactants needed to synthesize it. (2) Given the product [NH2:22][CH2:21][CH:20]([OH:33])[CH2:19][N:16]1[CH2:15][CH2:14][N:13]([C:8]2[CH:9]=[CH:10][CH:11]=[CH:12][C:7]=2[O:6][CH:1]2[CH2:5][CH2:4][CH2:3][CH2:2]2)[CH2:18][CH2:17]1, predict the reactants needed to synthesize it. The reactants are: [CH:1]1([O:6][C:7]2[CH:12]=[CH:11][CH:10]=[CH:9][C:8]=2[N:13]2[CH2:18][CH2:17][N:16]([CH2:19][CH:20]([OH:33])[CH2:21][N:22]3C(=O)C4C(=CC=CC=4)C3=O)[CH2:15][CH2:14]2)[CH2:5][CH2:4][CH2:3][CH2:2]1.O.NN.